Dataset: Peptide-MHC class I binding affinity with 185,985 pairs from IEDB/IMGT. Task: Regression. Given a peptide amino acid sequence and an MHC pseudo amino acid sequence, predict their binding affinity value. This is MHC class I binding data. (1) The peptide sequence is CYNAVLTHV. The MHC is H-2-Kb with pseudo-sequence H-2-Kb. The binding affinity (normalized) is 0. (2) The peptide sequence is FSHSGVYCL. The MHC is H-2-Db with pseudo-sequence H-2-Db. The binding affinity (normalized) is 0.347.